Predict which catalyst facilitates the given reaction. From a dataset of Catalyst prediction with 721,799 reactions and 888 catalyst types from USPTO. Reactant: [F:1][C:2]([F:20])([F:19])[C:3]1[CH:8]=[CH:7][N:6]=[C:5]([NH:9][C:10](=[O:18])OC2C=CC=CC=2)[CH:4]=1.[NH2:21][C:22]1[CH:23]=[C:24]([C:28]#[C:29][C:30]2[CH:31]=[N:32][C:33]([NH:36][CH2:37][CH2:38][CH2:39][N:40]3[CH2:45][CH2:44][CH2:43][CH2:42][CH2:41]3)=[N:34][CH:35]=2)[CH:25]=[CH:26][CH:27]=1.C(N(CC)CC)C. Product: [N:40]1([CH2:39][CH2:38][CH2:37][NH:36][C:33]2[N:32]=[CH:31][C:30]([C:29]#[C:28][C:24]3[CH:23]=[C:22]([NH:21][C:10]([NH:9][C:5]4[CH:4]=[C:3]([C:2]([F:1])([F:19])[F:20])[CH:8]=[CH:7][N:6]=4)=[O:18])[CH:27]=[CH:26][CH:25]=3)=[CH:35][N:34]=2)[CH2:45][CH2:44][CH2:43][CH2:42][CH2:41]1. The catalyst class is: 1.